The task is: Predict the product of the given reaction.. This data is from Forward reaction prediction with 1.9M reactions from USPTO patents (1976-2016). Given the reactants [CH2:1]([N:8]1[CH2:13][CH2:12][C:11]2=[C:14](OS(C(F)(F)F)(=O)=O)[N:15]([CH:17]([CH3:19])[CH3:18])[N:16]=[C:10]2[CH2:9]1)[C:2]1[CH:7]=[CH:6][CH:5]=[CH:4][CH:3]=1.[CH3:28][C:29]1[CH:34]=[CH:33][C:32](B(O)O)=[CH:31][CH:30]=1, predict the reaction product. The product is: [CH2:1]([N:8]1[CH2:13][CH2:12][C:11]2=[C:14]([C:32]3[CH:33]=[CH:34][C:29]([CH3:28])=[CH:30][CH:31]=3)[N:15]([CH:17]([CH3:19])[CH3:18])[N:16]=[C:10]2[CH2:9]1)[C:2]1[CH:7]=[CH:6][CH:5]=[CH:4][CH:3]=1.